From a dataset of Catalyst prediction with 721,799 reactions and 888 catalyst types from USPTO. Predict which catalyst facilitates the given reaction. (1) Reactant: [Cl:1][C:2]1[C:7]([F:8])=[CH:6][N:5]=[C:4]2[N:9]([S:35]([C:38]3[CH:43]=[CH:42][C:41]([CH3:44])=[CH:40][CH:39]=3)(=[O:37])=[O:36])[C:10]([C:12]3[C:16]4=[N:17][C:18]([O:23][CH3:24])=[C:19]([O:21][CH3:22])[CH:20]=[C:15]4[N:14]([CH2:25][CH2:26][CH2:27][N:28]4[CH2:33][CH2:32]N(C)[CH2:30][CH2:29]4)[CH:13]=3)=[CH:11][C:3]=12.ClC1C(F)=CN=C2N(S(C3C=CC(C)=CC=3)(=O)=O)C(C3C4=NC(OC)=C([O:65]C)C=C4N(CC(I)C)C=3)=CC=12.C(=O)([O-])[O-].[K+].[K+].CN1CCNCC1. Product: [Cl:1][C:2]1[C:7]([F:8])=[CH:6][N:5]=[C:4]2[N:9]([S:35]([C:38]3[CH:43]=[CH:42][C:41]([CH3:44])=[CH:40][CH:39]=3)(=[O:37])=[O:36])[C:10]([C:12]3[C:16]4=[N:17][C:18]([O:23][CH3:24])=[C:19]([O:21][CH3:22])[CH:20]=[C:15]4[N:14]([CH2:25][CH2:26][CH2:27][N:28]4[CH2:33][CH2:32][O:65][CH2:30][CH2:29]4)[CH:13]=3)=[CH:11][C:3]=12. The catalyst class is: 10. (2) Reactant: [O:1]1[CH:5]=[CH:4][CH:3]=[C:2]1B(O)O.Cl[C:10]1[N:15]=[C:14]([NH:16][C:17]2[CH:21]=[C:20]([CH:22]3[CH2:24][CH2:23]3)[NH:19][N:18]=2)[C:13]([Cl:25])=[CH:12][N:11]=1.C([O-])([O-])=O.[Na+].[Na+]. Product: [Cl:25][C:13]1[C:14]([NH:16][C:17]2[CH:21]=[C:20]([CH:22]3[CH2:24][CH2:23]3)[NH:19][N:18]=2)=[N:15][C:10]([C:2]2[O:1][CH:5]=[CH:4][CH:3]=2)=[N:11][CH:12]=1. The catalyst class is: 12. (3) Reactant: [NH:1]1[C:5]2=[N:6][C:7]([OH:10])=[CH:8][CH:9]=[C:4]2[CH:3]=[CH:2]1.[C:11](=O)([O-])[O-].[K+].[K+].IC. Product: [CH3:11][O:10][C:7]1[N:6]=[C:5]2[NH:1][CH:2]=[CH:3][C:4]2=[CH:9][CH:8]=1. The catalyst class is: 21.